Task: Predict the reactants needed to synthesize the given product.. Dataset: Full USPTO retrosynthesis dataset with 1.9M reactions from patents (1976-2016) (1) Given the product [CH:8]1([NH:1][CH2:2][CH2:3][C:4]([O:6][CH3:7])=[O:5])[CH2:12][CH2:11][CH2:10][CH2:9]1, predict the reactants needed to synthesize it. The reactants are: [NH2:1][CH2:2][CH2:3][C:4]([O:6][CH3:7])=[O:5].[C:8]1(=O)[CH2:12][CH2:11][CH2:10][CH2:9]1.C([O-])(=O)C.[Na+].C(O[BH-](OC(=O)C)OC(=O)C)(=O)C.[Na+].C(=O)(O)[O-].[Na+].[OH-].[Na+]. (2) Given the product [OH:12][CH2:11][C:9]1[O:8][N:7]=[C:6]([C:4]([C:13]2[CH:18]=[CH:17][CH:16]=[CH:15][CH:14]=2)([C:13]2[CH:18]=[CH:17][CH:16]=[CH:15][CH:14]=2)[OH:5])[CH:10]=1, predict the reactants needed to synthesize it. The reactants are: C(O[C:4]([C:6]1[CH:10]=[C:9]([CH2:11][OH:12])[O:8][N:7]=1)=[O:5])C.[C:13]1([Mg]Cl)[CH:18]=[CH:17][CH:16]=[CH:15][CH:14]=1. (3) Given the product [O:26]=[C:25]([NH:1][N:2]1[CH:6]=[CH:5][N:4]=[C:3]1[C:7](=[O:8])[NH:9][C:10]1[CH:11]=[CH:12][CH:13]=[CH:14][CH:15]=1)[C@@H:24]([NH:23][C:21](=[O:22])[O:20][C:16]([CH3:19])([CH3:18])[CH3:17])[CH3:28], predict the reactants needed to synthesize it. The reactants are: [NH2:1][N:2]1[CH:6]=[CH:5][N:4]=[C:3]1[C:7]([NH:9][C:10]1[CH:15]=[CH:14][CH:13]=[CH:12][CH:11]=1)=[O:8].[C:16]([O:20][C:21]([NH:23][C@@H:24]([CH3:28])[C:25](O)=[O:26])=[O:22])([CH3:19])([CH3:18])[CH3:17].CCN=C=NCCCN(C)C.Cl. (4) Given the product [OH:11][C:9]([C:12]1[CH:13]=[CH:14][CH:15]=[CH:16][CH:17]=1)([CH3:10])[CH2:8][C:6]1[CH:5]=[CH:4][N:3]=[C:2]([NH:1][C:18]([NH2:26])=[O:25])[CH:7]=1, predict the reactants needed to synthesize it. The reactants are: [NH2:1][C:2]1[CH:7]=[C:6]([CH2:8][C:9]([C:12]2[CH:17]=[CH:16][CH:15]=[CH:14][CH:13]=2)([OH:11])[CH3:10])[CH:5]=[CH:4][N:3]=1.[C:18]([N:26]=C=O)(=[O:25])C1C=CC=CC=1.C(O)C.C(=O)([O-])[O-].[K+].[K+]. (5) The reactants are: [Cl:1][C:2]1[CH:7]=[C:6]([N+:8]([O-])=O)[CH:5]=[CH:4][C:3]=1[O:11][C:12]1[CH:17]=[CH:16][CH:15]=[C:14]([S:18]([CH2:21][C:22]([F:25])([F:24])[F:23])(=[O:20])=[O:19])[CH:13]=1.[Cl-].[Ca+2].[Cl-].C(O)C. Given the product [Cl:1][C:2]1[CH:7]=[C:6]([CH:5]=[CH:4][C:3]=1[O:11][C:12]1[CH:17]=[CH:16][CH:15]=[C:14]([S:18]([CH2:21][C:22]([F:25])([F:23])[F:24])(=[O:19])=[O:20])[CH:13]=1)[NH2:8], predict the reactants needed to synthesize it. (6) Given the product [N:1]1([S:7]([C:10]2[CH:11]=[CH:12][C:13]([S:16][CH2:17][C:2](=[O:22])[CH2:3][CH2:4][CH2:5][CH3:6])=[CH:14][CH:15]=2)(=[O:8])=[O:9])[CH2:2][CH2:3][CH2:4][CH2:5][CH2:6]1, predict the reactants needed to synthesize it. The reactants are: [N:1]1([S:7]([C:10]2[CH:15]=[CH:14][C:13]([S:16][C:17](=S)OCC)=[CH:12][CH:11]=2)(=[O:9])=[O:8])[CH2:6][CH2:5][CH2:4][CH2:3][CH2:2]1.[OH-:22].[K+].[Cl-].[NH4+]. (7) Given the product [NH2:1][C:2]1[CH:7]=[CH:6][CH:5]=[C:4]([S:8][CH2:18][CH2:17][C:14]2[CH:15]=[CH:16][C:11]([C:9]#[N:10])=[CH:12][CH:13]=2)[CH:3]=1, predict the reactants needed to synthesize it. The reactants are: [NH2:1][C:2]1[CH:3]=[C:4]([SH:8])[CH:5]=[CH:6][CH:7]=1.[C:9]([C:11]1[CH:16]=[CH:15][C:14]([CH2:17][CH2:18]OS(C2C=CC(C)=CC=2)(=O)=O)=[CH:13][CH:12]=1)#[N:10].C([O-])([O-])=O.[K+].[K+].CCOCC.